Predict which catalyst facilitates the given reaction. From a dataset of Catalyst prediction with 721,799 reactions and 888 catalyst types from USPTO. (1) The catalyst class is: 85. Product: [Br:1][C:2]1[CH:3]=[C:4]([C:17]([O:19][CH3:20])=[O:18])[C:5]2[NH:6][C:7]3[CH:8]=[CH:9][C:10]([CH2:15][N:21]4[CH2:26][CH2:25][O:24][CH2:23][CH2:22]4)=[CH:11][C:12]=3[C:13]=2[N:14]=1. Reactant: [Br:1][C:2]1[CH:3]=[C:4]([C:17]([O:19][CH3:20])=[O:18])[C:5]2[NH:6][C:7]3[CH:8]=[CH:9][C:10]([CH:15]=O)=[CH:11][C:12]=3[C:13]=2[N:14]=1.[NH:21]1[CH2:26][CH2:25][O:24][CH2:23][CH2:22]1.C(O[BH-](OC(=O)C)OC(=O)C)(=O)C.[Na+].C(O)(=O)C. (2) Product: [CH3:26][CH:24]1[CH2:25][N:20]([C:16]2[CH:15]=[C:14]([N:11]3[CH:12]=[N:13][C:9]([NH:8][C:5]4[CH:6]=[CH:7][C:2]([N:1]5[CH2:36][CH2:35][O:34][CH2:33][CH2:32]5)=[CH:3][CH:4]=4)=[N:10]3)[CH:19]=[CH:18][N:17]=2)[CH2:21][CH:22]([CH3:30])[N:23]1[C:27](=[O:29])[CH3:28]. Reactant: [NH2:1][C:2]1[CH:7]=[CH:6][C:5]([NH:8][C:9]2[N:13]=[CH:12][N:11]([C:14]3[CH:19]=[CH:18][N:17]=[C:16]([N:20]4[CH2:25][CH:24]([CH3:26])[N:23]([C:27](=[O:29])[CH3:28])[CH:22]([CH3:30])[CH2:21]4)[CH:15]=3)[N:10]=2)=[CH:4][CH:3]=1.Cl[CH2:32][CH2:33][O:34][CH2:35][CH2:36]Cl.[I-].[Na+].C([O-])([O-])=O.[K+].[K+]. The catalyst class is: 3. (3) Reactant: [CH2:1]([C:3]1[N:4]([CH2:28][CH:29]2[CH2:34][CH2:33][O:32][CH2:31][CH2:30]2)[C:5]2[C:14]3[CH:13]=[CH:12][C:11]([O:15][CH2:16][CH2:17][NH:18][C:19](=[O:25])[O:20][C:21]([CH3:24])([CH3:23])[CH3:22])=[CH:10][C:9]=3[N+:8]([O-])=[CH:7][C:6]=2[N:27]=1)[CH3:2].C1(C)C=CC(S(Cl)(=O)=O)=CC=1.[OH-].[NH4+:47]. Product: [NH2:47][C:7]1[C:6]2[N:27]=[C:3]([CH2:1][CH3:2])[N:4]([CH2:28][CH:29]3[CH2:34][CH2:33][O:32][CH2:31][CH2:30]3)[C:5]=2[C:14]2[CH:13]=[CH:12][C:11]([O:15][CH2:16][CH2:17][NH:18][C:19](=[O:25])[O:20][C:21]([CH3:23])([CH3:24])[CH3:22])=[CH:10][C:9]=2[N:8]=1. The catalyst class is: 4. (4) Reactant: [Cl:1][C:2]1[CH:3]=[C:4]([CH:8]=[CH:9][C:10]2[CH:18]=[C:17]([O:19][CH3:20])[CH:16]=[CH:15][C:11]=2[C:12]([OH:14])=[O:13])[CH:5]=[CH:6][CH:7]=1.[H][H]. Product: [Cl:1][C:2]1[CH:3]=[C:4]([CH2:8][CH2:9][C:10]2[CH:18]=[C:17]([O:19][CH3:20])[CH:16]=[CH:15][C:11]=2[C:12]([OH:14])=[O:13])[CH:5]=[CH:6][CH:7]=1. The catalyst class is: 45. (5) Reactant: CS(O)(=O)=O.[OH:6][CH:7]1[CH2:12][CH2:11][N:10]([CH3:13])[CH2:9][CH2:8]1.[CH3:14][C:15]1[N:24]=[C:23]2[N:17]([CH2:18][CH2:19][C:20]3[CH:29]=[CH:28][CH:27]=[CH:26][C:21]=3[CH:22]2O)[C:16]=1[C:30]1[CH:35]=[CH:34][CH:33]=[CH:32][CH:31]=1.C([O-])([O-])=O.[Na+].[Na+]. Product: [CH3:14][C:15]1[N:24]=[C:23]2[N:17]([CH2:18][CH2:19][C:20]3[CH:29]=[CH:28][CH:27]=[CH:26][C:21]=3[CH:22]2[O:6][CH:7]2[CH2:12][CH2:11][N:10]([CH3:13])[CH2:9][CH2:8]2)[C:16]=1[C:30]1[CH:35]=[CH:34][CH:33]=[CH:32][CH:31]=1. The catalyst class is: 22. (6) Reactant: [C:1]([O:5][C:6](=[O:29])[NH:7][C@H:8]1[CH2:16][CH2:15][CH2:14][C@H:13]([CH2:17][CH2:18][OH:19])[C@@H:12]([O:20][C:21]2[CH:26]=[CH:25][CH:24]=[CH:23][CH:22]=2)[C@H:11]([CH3:27])[O:10][C:9]1=[O:28])([CH3:4])([CH3:3])[CH3:2].[CH3:30]N(C1C2C(N(C)C)=CC=CC=2C=CC=1)C.F[B-](F)(F)F.C[O+](C)C. Product: [C:1]([O:5][C:6](=[O:29])[NH:7][C@H:8]1[CH2:16][CH2:15][CH2:14][C@H:13]([CH2:17][CH2:18][O:19][CH3:30])[C@@H:12]([O:20][C:21]2[CH:22]=[CH:23][CH:24]=[CH:25][CH:26]=2)[C@H:11]([CH3:27])[O:10][C:9]1=[O:28])([CH3:2])([CH3:4])[CH3:3]. The catalyst class is: 2. (7) Reactant: C(OC([N:8]1[CH2:13][CH:12]=[C:11]([C:14]2[C:22]3[O:21][CH2:20][O:19][C:18]=3[CH:17]=[CH:16][CH:15]=2)[CH2:10][CH2:9]1)=O)(C)(C)C.[ClH:23].O1CCOCC1.C(OC(C)C)(C)C. Product: [ClH:23].[O:19]1[C:18]2[CH:17]=[CH:16][CH:15]=[C:14]([C:11]3[CH2:12][CH2:13][NH:8][CH2:9][CH:10]=3)[C:22]=2[O:21][CH2:20]1. The catalyst class is: 4.